From a dataset of Forward reaction prediction with 1.9M reactions from USPTO patents (1976-2016). Predict the product of the given reaction. (1) Given the reactants [CH3:1][O:2][C:3](=[O:12])[C:4]1[CH:9]=[CH:8][C:7]([OH:10])=[CH:6][C:5]=1[OH:11].Cl.Cl[CH2:15][C:16]1[CH:17]=[N:18][CH:19]=[CH:20][CH:21]=1.C(=O)([O-])[O-].[K+].[K+].N1CCCCC1, predict the reaction product. The product is: [CH3:1][O:2][C:3](=[O:12])[C:4]1[CH:9]=[CH:8][C:7]([O:10][CH2:15][C:16]2[CH:17]=[N:18][CH:19]=[CH:20][CH:21]=2)=[CH:6][C:5]=1[OH:11]. (2) Given the reactants [H-].[Na+].[SH:3][C:4]1[NH:8][C:7]2[C:9]([CH3:14])=[CH:10][C:11]([Cl:13])=[CH:12][C:6]=2[N:5]=1.[N+]([C:18]1[O:22][C:21]([CH:23]=[O:24])=[CH:20][CH:19]=1)([O-])=O, predict the reaction product. The product is: [Cl:13][C:11]1[CH:10]=[C:9]([CH3:14])[C:7]2[NH:8][C:4]([S:3][C:18]3[O:22][C:21]([CH:23]=[O:24])=[CH:20][CH:19]=3)=[N:5][C:6]=2[CH:12]=1. (3) Given the reactants [NH2:1][C:2]1[CH:10]=[CH:9][C:5]([C:6]([OH:8])=O)=[CH:4][C:3]=1[O:11][C:12]([F:15])([F:14])[F:13].[NH2:16][CH:17]1[CH2:22][CH2:21][N:20]([CH3:23])[CH2:19][CH2:18]1, predict the reaction product. The product is: [NH2:1][C:2]1[CH:10]=[CH:9][C:5]([C:6]([NH:16][CH:17]2[CH2:22][CH2:21][N:20]([CH3:23])[CH2:19][CH2:18]2)=[O:8])=[CH:4][C:3]=1[O:11][C:12]([F:15])([F:14])[F:13]. (4) The product is: [C:7]([O:11][C:12](=[O:31])[C@@H:13]([NH:20][C:21](=[O:30])[C:22]1[CH:27]=[CH:26][C:25]([Br:28])=[CH:24][C:23]=1[O:29][CH2:32][C:33]1[CH:38]=[CH:37][CH:36]=[CH:35][CH:34]=1)[CH2:14][O:15][C:16]([CH3:19])([CH3:18])[CH3:17])([CH3:8])([CH3:9])[CH3:10]. Given the reactants C(=O)([O-])[O-].[Cs+].[Cs+].[C:7]([O:11][C:12](=[O:31])[C@@H:13]([NH:20][C:21](=[O:30])[C:22]1[CH:27]=[CH:26][C:25]([Br:28])=[CH:24][C:23]=1[OH:29])[CH2:14][O:15][C:16]([CH3:19])([CH3:18])[CH3:17])([CH3:10])([CH3:9])[CH3:8].[CH2:32](Br)[C:33]1[CH:38]=[CH:37][CH:36]=[CH:35][CH:34]=1, predict the reaction product. (5) Given the reactants [Cl:1][C:2]1[C:7](=[O:8])[N:6]([CH3:9])[CH:5]=[C:4]([N:10]2[CH:17]([C:18]3[CH:23]=[CH:22][C:21]([Cl:24])=[CH:20][CH:19]=3)[C:16]3[C:12](=[N:13][N:14](CC4C=CC(OC)=CC=4)[C:15]=3[CH3:25])[C:11]2=[O:35])[CH:3]=1, predict the reaction product. The product is: [Cl:1][C:2]1[C:7](=[O:8])[N:6]([CH3:9])[CH:5]=[C:4]([N:10]2[CH:17]([C:18]3[CH:23]=[CH:22][C:21]([Cl:24])=[CH:20][CH:19]=3)[C:16]3[C:12](=[N:13][NH:14][C:15]=3[CH3:25])[C:11]2=[O:35])[CH:3]=1. (6) Given the reactants [NH2:1][C:2]1[C:7]([NH2:8])=[CH:6][N:5]=[CH:4][N:3]=1.Cl.[Cl:10][C:11]1[CH:12]=[CH:13][C:14]([O:28][CH2:29][CH:30]([CH3:32])[CH3:31])=[C:15]([CH2:17][N:18]2[C:22]([CH3:23])=[CH:21][C:20]([C:24](=N)OC)=[N:19]2)[CH:16]=1, predict the reaction product. The product is: [ClH:10].[Cl:10][C:11]1[CH:12]=[CH:13][C:14]([O:28][CH2:29][CH:30]([CH3:32])[CH3:31])=[C:15]([CH2:17][N:18]2[C:22]([CH3:23])=[CH:21][C:20]([C:24]3[N:1]=[C:2]4[C:7]([N:8]=3)=[CH:6][NH:5][CH:4]=[N:3]4)=[N:19]2)[CH:16]=1.